Dataset: Forward reaction prediction with 1.9M reactions from USPTO patents (1976-2016). Task: Predict the product of the given reaction. Given the reactants [C:1](O)(C(F)(F)F)=O.[Zn](CC)CC.[F:13][C:14]1[CH:15]=[C:16]([CH:19]=[CH:20][C:21]=1[CH:22]1[N:26]2[CH:27]=[N:28][CH:29]=[C:25]2[C:24](=[CH2:30])[CH2:23]1)[C:17]#[N:18], predict the reaction product. The product is: [F:13][C:14]1[CH:15]=[C:16]([C:17]#[N:18])[CH:19]=[CH:20][C:21]=1[CH:22]1[N:26]2[CH:27]=[N:28][CH:29]=[C:25]2[C:24]2([CH2:1][CH2:30]2)[CH2:23]1.